Predict which catalyst facilitates the given reaction. From a dataset of Catalyst prediction with 721,799 reactions and 888 catalyst types from USPTO. (1) Reactant: [C:1]1([CH2:7][CH2:8][CH:9]=[O:10])[CH:6]=[CH:5][CH:4]=[CH:3][CH:2]=1.[CH2:11]([Mg]Br)[CH2:12][C:13]1[CH:18]=[CH:17][CH:16]=[CH:15][CH:14]=1. Product: [C:1]1([CH2:7][CH2:8][CH:9]([OH:10])[CH2:11][CH2:12][C:13]2[CH:18]=[CH:17][CH:16]=[CH:15][CH:14]=2)[CH:6]=[CH:5][CH:4]=[CH:3][CH:2]=1. The catalyst class is: 7. (2) Reactant: [Cl:1][C:2]1[CH:3]=[C:4]2[C:8](=[CH:9][CH:10]=1)[NH:7][C:6]([C:11]([NH:13][C@@H:14]1[CH2:19][CH2:18][C@@H:17]([C:20]([O:22]CC)=[O:21])[CH2:16][C@@H:15]1[NH:25][C:26]([C:28]1[S:29][C:30]3[CH2:31][N:32]([CH3:37])[CH2:33][CH2:34][C:35]=3[N:36]=1)=[O:27])=[O:12])=[CH:5]2.C(O)C.[OH-].[Na+].Cl. Product: [Cl:1][C:2]1[CH:3]=[C:4]2[C:8](=[CH:9][CH:10]=1)[NH:7][C:6]([C:11]([NH:13][C@@H:14]1[CH2:19][CH2:18][C@@H:17]([C:20]([OH:22])=[O:21])[CH2:16][C@@H:15]1[NH:25][C:26]([C:28]1[S:29][C:30]3[CH2:31][N:32]([CH3:37])[CH2:33][CH2:34][C:35]=3[N:36]=1)=[O:27])=[O:12])=[CH:5]2. The catalyst class is: 7. (3) Reactant: [I:1]N1C(=O)CCC1=O.[CH3:9][N:10]([CH3:22])[CH:11]=[N:12][C:13]1[N:14]=[CH:15][C:16]2[NH:21][CH:20]=[CH:19][C:17]=2[N:18]=1. Product: [I:1][C:19]1[C:17]2[N:18]=[C:13]([N:12]=[CH:11][N:10]([CH3:22])[CH3:9])[N:14]=[CH:15][C:16]=2[NH:21][CH:20]=1. The catalyst class is: 3. (4) Reactant: [C:1]([O:5][C:6](=[O:15])[CH2:7]/[N:8]=[CH:9]/[CH2:10][C:11]([CH3:14])([CH3:13])[CH3:12])([CH3:4])([CH3:3])[CH3:2].[Cl:16][C:17]1[C:18]([F:35])=[C:19](/[CH:23]=[C:24](/[C:27]2[CH:32]=[CH:31][C:30]([Cl:33])=[CH:29][C:28]=2[CH3:34])\[C:25]#[N:26])[CH:20]=[CH:21][CH:22]=1.C(N(CC)CC)C. Product: [C:1]([O:5][C:6]([CH:7]1[CH:23]([C:19]2[CH:20]=[CH:21][CH:22]=[C:17]([Cl:16])[C:18]=2[F:35])[C:24]([C:27]2[CH:32]=[CH:31][C:30]([Cl:33])=[CH:29][C:28]=2[CH3:34])([C:25]#[N:26])[CH:9]([CH2:10][C:11]([CH3:14])([CH3:13])[CH3:12])[NH:8]1)=[O:15])([CH3:4])([CH3:3])[CH3:2]. The catalyst class is: 4. (5) Reactant: [Cl:1][C:2]1[CH:11]=[CH:10][C:5]([O:6][CH2:7][C:8]#[N:9])=[C:4]([CH:12]2OCC[O:13]2)[CH:3]=1.FC(F)(F)C(O)=O. Product: [Cl:1][C:2]1[CH:11]=[CH:10][C:5]([O:6][CH2:7][C:8]#[N:9])=[C:4]([CH:12]=[O:13])[CH:3]=1. The catalyst class is: 25.